Dataset: Forward reaction prediction with 1.9M reactions from USPTO patents (1976-2016). Task: Predict the product of the given reaction. (1) Given the reactants [Si:1]([O:8][C@H:9]([CH2:27][OH:28])[C@@H:10]([NH:19][C:20](=[O:26])[O:21][C:22]([CH3:25])([CH3:24])[CH3:23])[CH2:11][C:12]1[CH:17]=[CH:16][CH:15]=[C:14]([F:18])[CH:13]=1)([C:4]([CH3:7])([CH3:6])[CH3:5])([CH3:3])[CH3:2].C(Cl)Cl.N1C=CC=CC=1.CC(OI1(OC(C)=O)(OC(C)=O)OC(=O)C2C1=CC=CC=2)=O, predict the reaction product. The product is: [Si:1]([O:8][C@H:9]([CH:27]=[O:28])[C@@H:10]([NH:19][C:20](=[O:26])[O:21][C:22]([CH3:25])([CH3:24])[CH3:23])[CH2:11][C:12]1[CH:17]=[CH:16][CH:15]=[C:14]([F:18])[CH:13]=1)([C:4]([CH3:6])([CH3:7])[CH3:5])([CH3:3])[CH3:2]. (2) Given the reactants [Br:1][C:2]1[CH:3]=[C:4]([NH2:9])[C:5]([NH2:8])=[CH:6][CH:7]=1.CN(C=O)C.[Cl:15][C:16]1[N:21]=[C:20]([Cl:22])[CH:19]=[C:18](Cl)[N:17]=1.[C:24](OC)(OC)(OC)[CH3:25], predict the reaction product. The product is: [Br:1][C:2]1[CH:7]=[CH:6][C:5]2[N:8]=[C:24]([CH3:25])[N:9]([C:18]3[CH:19]=[C:20]([Cl:22])[N:21]=[C:16]([Cl:15])[N:17]=3)[C:4]=2[CH:3]=1. (3) Given the reactants [C:1]1([C:7]2[C:8](=O)C(C3C=CC=CC=3)=[C:10]([C:18]3[CH:23]=[CH:22][CH:21]=[CH:20][CH:19]=3)[C:11]=2[C:12]2[CH:17]=[CH:16][CH:15]=[CH:14][CH:13]=2)[CH:6]=[CH:5][CH:4]=[CH:3][CH:2]=1.[C:31]([C:33]1[CH:38]=[CH:37][C:36]([C:39]2[CH:44]=[CH:43][CH:42]=[CH:41][N:40]=2)=[CH:35][CH:34]=1)#[CH:32], predict the reaction product. The product is: [C:1]1([C:32]2[C:10]([C:18]3[CH:19]=[CH:20][CH:21]=[CH:22][CH:23]=3)=[C:11]([C:12]3[CH:13]=[CH:14][CH:15]=[CH:16][CH:17]=3)[C:7]([C:1]3[CH:6]=[CH:5][CH:4]=[CH:3][CH:2]=3)=[CH:8][C:31]=2[C:33]2[CH:38]=[CH:37][C:36]([C:39]3[CH:44]=[CH:43][CH:42]=[CH:41][N:40]=3)=[CH:35][CH:34]=2)[CH:6]=[CH:5][CH:4]=[CH:3][CH:2]=1. (4) Given the reactants [NH2:1][N:2]1[N:11]=[C:10]([N:12]2[CH2:17][CH2:16][N:15]([CH3:18])[CH2:14][CH2:13]2)[C:9]2[C:4](=[CH:5][CH:6]=[CH:7][CH:8]=2)[C:3]1=[O:19].[Cl:20][C:21]1[CH:26]=[CH:25][C:24]([CH2:27][C:28](Cl)=[O:29])=[CH:23][CH:22]=1, predict the reaction product. The product is: [Cl:20][C:21]1[CH:26]=[CH:25][C:24]([CH2:27][C:28]([NH:1][N:2]2[N:11]=[C:10]([N:12]3[CH2:13][CH2:14][N:15]([CH3:18])[CH2:16][CH2:17]3)[C:9]3[C:4](=[CH:5][CH:6]=[CH:7][CH:8]=3)[C:3]2=[O:19])=[O:29])=[CH:23][CH:22]=1. (5) Given the reactants Cl.[F:2][C:3]1[CH:4]=[CH:5][C:6]2[N:10]=[C:9]([C@@H:11]([NH:14][C:15]3[N:23]=[CH:22][N:21]=[C:20]4[C:16]=3[N:17]=[CH:18][N:19]4C3CCCCO3)[CH2:12][CH3:13])[N:8]([C:30]3[CH:35]=[CH:34][CH:33]=[CH:32][CH:31]=3)[C:7]=2[CH:36]=1, predict the reaction product. The product is: [F:2][C:3]1[CH:4]=[CH:5][C:6]2[N:10]=[C:9]([C@@H:11]([NH:14][C:15]3[N:23]=[CH:22][N:21]=[C:20]4[C:16]=3[NH:17][CH:18]=[N:19]4)[CH2:12][CH3:13])[N:8]([C:30]3[CH:35]=[CH:34][CH:33]=[CH:32][CH:31]=3)[C:7]=2[CH:36]=1. (6) The product is: [Cl:15][C:16]1[CH:24]=[C:23]([S:25]([CH2:28][CH3:29])(=[O:27])=[O:26])[CH:22]=[CH:21][C:17]=1[C:18]([NH:6][C:5]1[CH:7]=[CH:8][C:2]([Cl:1])=[C:3]([C:9]2[CH:14]=[CH:13][CH:12]=[CH:11][N:10]=2)[CH:4]=1)=[O:19]. Given the reactants [Cl:1][C:2]1[CH:8]=[CH:7][C:5]([NH2:6])=[CH:4][C:3]=1[C:9]1[CH:14]=[CH:13][CH:12]=[CH:11][N:10]=1.[Cl:15][C:16]1[CH:24]=[C:23]([S:25]([CH2:28][CH3:29])(=[O:27])=[O:26])[CH:22]=[CH:21][C:17]=1[C:18](O)=[O:19], predict the reaction product. (7) The product is: [CH:1]1([NH:4][C:5]2[N:13]=[C:12]([C:14]([F:16])([F:15])[F:17])[N:11]=[C:10]3[C:6]=2[N:7]=[CH:8][N:9]3[CH:33]2[CH2:34][CH2:35][CH2:36][CH2:31]2)[CH2:2][CH2:3]1. Given the reactants [CH:1]1([NH:4][C:5]2[N:13]=[C:12]([C:14]([F:17])([F:16])[F:15])[N:11]=[C:10]3[C:6]=2[NH:7][CH:8]=[N:9]3)[CH2:3][CH2:2]1.[CH:35]1[CH:36]=[CH:31]C(P([C:31]2[CH:36]=[CH:35][CH:34]=[CH:33]C=2)[C:35]2[CH:36]=[CH:31]C=[CH:33][CH:34]=2)=[CH:33][CH:34]=1.C1(O)CCCC1, predict the reaction product.